From a dataset of Reaction yield outcomes from USPTO patents with 853,638 reactions. Predict the reaction yield, written as a fraction of the theoretical maximum amount of product (1.0 means a 100% yield; for example, 0.34 means a 34% yield). (1) The reactants are [O:1]=[C:2]1[NH:6][C:5](=[O:7])[C:4](=[CH:8][C:9]2[CH:14]=[CH:13][C:12]([C:15]3[CH:16]=[C:17]([CH2:20][N:21]([CH3:30])[C:22](=[O:29])[C:23]4[CH:28]=[CH:27][CH:26]=[CH:25][CH:24]=4)[S:18][CH:19]=3)=[CH:11][CH:10]=2)[S:3]1. The catalyst is O1CCOCC1.[Pd]. The product is [O:1]=[C:2]1[NH:6][C:5](=[O:7])[CH:4]([CH2:8][C:9]2[CH:10]=[CH:11][C:12]([C:15]3[CH:16]=[C:17]([CH2:20][N:21]([CH3:30])[C:22](=[O:29])[C:23]4[CH:24]=[CH:25][CH:26]=[CH:27][CH:28]=4)[S:18][CH:19]=3)=[CH:13][CH:14]=2)[S:3]1. The yield is 0.750. (2) The reactants are COC(=O)[C:4]1[CH:5]=[CH:6][CH2:7][C:8](F)([N+:10]([O-:12])=[O:11])[CH:9]=1.Cl.[CH3:16][NH:17][CH3:18].[C:19](=[O:22])([O-])[O-:20].[K+].[K+].[CH3:25]S(C)=O. No catalyst specified. The product is [CH3:25][O:20][C:19](=[O:22])[C:7]1[CH:6]=[C:5]([N:17]([CH3:18])[CH3:16])[CH:4]=[CH:9][C:8]=1[N+:10]([O-:12])=[O:11]. The yield is 0.690. (3) The reactants are [F:1][C:2]1[CH:3]=[C:4]([NH2:28])[CH:5]=[CH:6][C:7]=1[O:8][C:9]1[CH:14]=[CH:13][N:12]=[C:11]2[CH:15]=[C:16]([C:18]#[C:19][CH2:20][N:21]3[CH2:26][CH2:25][N:24]([CH3:27])[CH2:23][CH2:22]3)[S:17][C:10]=12.[F:29][C:30]1[CH:35]=[CH:34][C:33]([N:36]2[C:41](=[O:42])[C:40]([C:43](O)=[O:44])=[CH:39][C:38]([CH3:46])=[N:37]2)=[CH:32][CH:31]=1. No catalyst specified. The product is [F:1][C:2]1[CH:3]=[C:4]([NH:28][C:43]([C:40]2[C:41](=[O:42])[N:36]([C:33]3[CH:34]=[CH:35][C:30]([F:29])=[CH:31][CH:32]=3)[N:37]=[C:38]([CH3:46])[CH:39]=2)=[O:44])[CH:5]=[CH:6][C:7]=1[O:8][C:9]1[CH:14]=[CH:13][N:12]=[C:11]2[CH:15]=[C:16]([C:18]#[C:19][CH2:20][N:21]3[CH2:22][CH2:23][N:24]([CH3:27])[CH2:25][CH2:26]3)[S:17][C:10]=12. The yield is 0.140. (4) The reactants are [CH3:1][C:2]1[O:6][N:5]=[C:4]([C:7]2[CH:12]=[CH:11][CH:10]=[CH:9][CH:8]=2)[C:3]=1[C:13]([NH:15][NH2:16])=[O:14].[N+:17]([C:20]1[CH:28]=[CH:27][CH:26]=[CH:25][C:21]=1[C:22](O)=O)([O-:19])=[O:18]. No catalyst specified. The product is [CH3:1][C:2]1[O:6][N:5]=[C:4]([C:7]2[CH:12]=[CH:11][CH:10]=[CH:9][CH:8]=2)[C:3]=1[C:13]1[O:14][C:22]([C:21]2[CH:25]=[CH:26][CH:27]=[CH:28][C:20]=2[N+:17]([O-:19])=[O:18])=[N:16][N:15]=1. The yield is 0.790. (5) The reactants are [N:1]1[CH:6]=[CH:5][CH:4]=[C:3]([C:7]2([OH:17])[CH2:16][CH2:15][C:10]3(OCC[O:11]3)[CH2:9][CH2:8]2)[N:2]=1.Cl. The catalyst is C1COCC1. The product is [OH:17][C:7]1([C:3]2[N:2]=[N:1][CH:6]=[CH:5][CH:4]=2)[CH2:16][CH2:15][C:10](=[O:11])[CH2:9][CH2:8]1. The yield is 0.520. (6) The reactants are O=[C:2]1[CH2:7][CH2:6][N:5]([C@H:8]([CH3:12])[CH2:9][C:10]#[N:11])[CH2:4][CH2:3]1.[F:13][C:14]([F:24])([F:23])[O:15][C:16]1[CH:22]=[CH:21][C:19]([NH2:20])=[CH:18][CH:17]=1. No catalyst specified. The product is [F:13][C:14]([F:23])([F:24])[O:15][C:16]1[CH:17]=[CH:18][C:19]([NH:20][CH:2]2[CH2:7][CH2:6][N:5]([C@H:8]([CH3:12])[CH2:9][C:10]#[N:11])[CH2:4][CH2:3]2)=[CH:21][CH:22]=1. The yield is 0.940. (7) The reactants are [CH2:1]([O:3][C:4](=[O:18])[C:5]1[CH:10]=[C:9]([CH3:11])[C:8]([N+:12]([O-:14])=[O:13])=[CH:7][C:6]=1[N+:15]([O-:17])=[O:16])[CH3:2].CO[CH:21]([N:24]([CH3:26])[CH3:25])OC. The catalyst is CN(C=O)C. The product is [CH2:1]([O:3][C:4](=[O:18])[C:5]1[CH:10]=[C:9]([CH:11]=[CH:21][N:24]([CH3:26])[CH3:25])[C:8]([N+:12]([O-:14])=[O:13])=[CH:7][C:6]=1[N+:15]([O-:17])=[O:16])[CH3:2]. The yield is 0.280.